From a dataset of Full USPTO retrosynthesis dataset with 1.9M reactions from patents (1976-2016). Predict the reactants needed to synthesize the given product. Given the product [NH2:30][C:28]1[N:27]=[CH:26][N:25]=[C:24]2[N:23]([C@H:31]3[CH2:36][CH2:35][C@H:34]([N:37]4[CH2:38][CH2:39][N:40]([CH3:43])[CH2:41][CH2:42]4)[CH2:33][CH2:32]3)[N:22]=[C:21]([C:18]3[CH:19]=[CH:20][C:15]([NH:14][C:9](=[O:10])[C:6]4[CH:7]=[CH:8][C:3]([C:2]([F:13])([F:12])[F:1])=[CH:4][CH:5]=4)=[C:16]([O:44][CH3:45])[CH:17]=3)[C:29]=12, predict the reactants needed to synthesize it. The reactants are: [F:1][C:2]([F:13])([F:12])[C:3]1[CH:8]=[CH:7][C:6]([C:9](Cl)=[O:10])=[CH:5][CH:4]=1.[NH2:14][C:15]1[CH:20]=[CH:19][C:18]([C:21]2[C:29]3[C:24](=[N:25][CH:26]=[N:27][C:28]=3[NH2:30])[N:23]([C@H:31]3[CH2:36][CH2:35][C@H:34]([N:37]4[CH2:42][CH2:41][N:40]([CH3:43])[CH2:39][CH2:38]4)[CH2:33][CH2:32]3)[N:22]=2)=[CH:17][C:16]=1[O:44][CH3:45].